From a dataset of Forward reaction prediction with 1.9M reactions from USPTO patents (1976-2016). Predict the product of the given reaction. (1) Given the reactants [CH3:1][C:2]1[CH:9]=[N:8][CH:7]=[CH:6][C:3]=1[C:4]#[N:5].[C:10]1([Mg]Br)[CH:15]=[CH:14][CH:13]=[CH:12][CH:11]=1.[BH4-].[Na+], predict the reaction product. The product is: [CH3:1][C:2]1[CH:9]=[N:8][CH:7]=[CH:6][C:3]=1[CH:4]([C:10]1[CH:15]=[CH:14][CH:13]=[CH:12][CH:11]=1)[NH2:5]. (2) Given the reactants Cl[C:2]1[CH:7]=[C:6]([C:8]2[N:12]3[N:13]=[C:14]([NH:17][CH:18]4[CH2:23][CH2:22][CH:21]([OH:24])[CH2:20][CH2:19]4)[CH:15]=[CH:16][C:11]3=[N:10][CH:9]=2)[CH:5]=[CH:4][N:3]=1.C([O-])([O-])=O.[Na+].[Na+], predict the reaction product. The product is: [N:3]1[CH:4]=[CH:5][C:6]([C:8]2[N:12]3[N:13]=[C:14]([NH:17][CH:18]4[CH2:23][CH2:22][CH:21]([OH:24])[CH2:20][CH2:19]4)[CH:15]=[CH:16][C:11]3=[N:10][CH:9]=2)=[CH:7][C:2]=1[C:6]1[CH:5]=[CH:4][N:3]=[CH:2][CH:7]=1.